From a dataset of Peptide-MHC class I binding affinity with 185,985 pairs from IEDB/IMGT. Regression. Given a peptide amino acid sequence and an MHC pseudo amino acid sequence, predict their binding affinity value. This is MHC class I binding data. The peptide sequence is FQEALKKSL. The MHC is HLA-A68:02 with pseudo-sequence HLA-A68:02. The binding affinity (normalized) is 0.0847.